Dataset: Full USPTO retrosynthesis dataset with 1.9M reactions from patents (1976-2016). Task: Predict the reactants needed to synthesize the given product. (1) Given the product [C:4]([C@@H:5]([O:18][CH3:19])[CH2:6][C:7]1[CH:8]=[CH:9][C:10]([O:13][CH2:14][CH2:15][CH2:16][O:30][C:25]2[CH:26]=[CH:27][CH:28]=[CH:29][C:24]=2[C:23]([OH:31])=[O:22])=[CH:11][CH:12]=1)([OH:3])=[O:20], predict the reactants needed to synthesize it. The reactants are: C([O:3][C:4](=[O:20])[C@@H:5]([O:18][CH3:19])[CH2:6][C:7]1[CH:12]=[CH:11][C:10]([O:13][CH2:14][CH2:15][CH2:16]Br)=[CH:9][CH:8]=1)C.C[O:22][C:23](=[O:31])[C:24]1[CH:29]=[CH:28][CH:27]=[CH:26][C:25]=1[OH:30].CO[C@@H](CC1C=CC(OCCCOC2C=CC=CC=2)=CC=1)C(O)=O. (2) Given the product [C:17]([C:19]1[CH:20]=[C:21]([N:25]2[C:11]([C:12]([F:13])([F:14])[F:15])=[C:5]([C:6]([O:8][CH2:9][CH3:10])=[O:7])[CH:4]=[N:26]2)[CH:22]=[CH:23][CH:24]=1)#[N:18], predict the reactants needed to synthesize it. The reactants are: C(O[CH:4]=[C:5]([C:11](=O)[C:12]([F:15])([F:14])[F:13])[C:6]([O:8][CH2:9][CH3:10])=[O:7])C.[C:17]([C:19]1[CH:20]=[C:21]([NH:25][NH2:26])[CH:22]=[CH:23][CH:24]=1)#[N:18].C(N(CC)CC)C.